From a dataset of Full USPTO retrosynthesis dataset with 1.9M reactions from patents (1976-2016). Predict the reactants needed to synthesize the given product. Given the product [NH2:1][CH2:4][C@@H:5]([C:7]1[CH:8]=[CH:9][C:10]([OH:23])=[C:11]([NH:13][S:14]([C:17]2[CH:18]=[CH:19][CH:20]=[CH:21][CH:22]=2)(=[O:16])=[O:15])[CH:12]=1)[OH:6], predict the reactants needed to synthesize it. The reactants are: [N:1]([CH2:4][C@@H:5]([C:7]1[CH:8]=[CH:9][C:10]([O:23]CC2C=CC=CC=2)=[C:11]([NH:13][S:14]([C:17]2[CH:22]=[CH:21][CH:20]=[CH:19][CH:18]=2)(=[O:16])=[O:15])[CH:12]=1)[OH:6])=[N+]=[N-].